Dataset: Reaction yield outcomes from USPTO patents with 853,638 reactions. Task: Predict the reaction yield, written as a fraction of the theoretical maximum amount of product (1.0 means a 100% yield; for example, 0.34 means a 34% yield). (1) The reactants are C[O:2][C:3]([C:5]1([C:8]2[CH:9]=[C:10]3[C:15](=[CH:16][CH:17]=2)[N:14]=[CH:13][CH:12]=[CH:11]3)[CH2:7][CH2:6]1)=O.O.[NH2:19][NH2:20]. The catalyst is CO. The product is [N:14]1[C:15]2[C:10](=[CH:9][C:8]([C:5]3([C:3]([NH:19][NH2:20])=[O:2])[CH2:7][CH2:6]3)=[CH:17][CH:16]=2)[CH:11]=[CH:12][CH:13]=1. The yield is 1.00. (2) The reactants are [Al+3].[Cl-].[Cl-].[Cl-].[C:5]1([CH2:11][CH2:12][CH2:13][CH2:14][CH2:15][CH2:16][CH2:17][CH3:18])[CH:10]=[CH:9][CH:8]=[CH:7][CH:6]=1.[Br:19][CH2:20][C:21](Br)=[O:22]. The catalyst is ClCCCl. The product is [Br:19][CH2:20][C:21]([C:8]1[CH:9]=[CH:10][C:5]([CH2:11][CH2:12][CH2:13][CH2:14][CH2:15][CH2:16][CH2:17][CH3:18])=[CH:6][CH:7]=1)=[O:22]. The yield is 0.570. (3) The reactants are Cl[C:2]1[CH:7]=[CH:6][C:5]([Cl:8])=[CH:4][C:3]=1[N+:9]([O-:11])=[O:10].[C:12]1([SH:18])[CH:17]=[CH:16][CH:15]=[CH:14][CH:13]=1.[OH-].[Na+]. The catalyst is CCO. The product is [Cl:8][C:5]1[CH:6]=[CH:7][C:2]([S:18][C:12]2[CH:17]=[CH:16][CH:15]=[CH:14][CH:13]=2)=[C:3]([N+:9]([O-:11])=[O:10])[CH:4]=1. The yield is 0.610.